This data is from Catalyst prediction with 721,799 reactions and 888 catalyst types from USPTO. The task is: Predict which catalyst facilitates the given reaction. (1) Reactant: [Cl:1][C:2]1[C:3]([C:21]2[N:25]3[CH:26]=[CH:27][CH:28]=[CH:29][C:24]3=[N:23][CH:22]=2)=[N:4][C:5]([NH:8][C:9]2[CH:14]=[CH:13][C:12]([CH2:15][C:16]([OH:18])=O)=[CH:11][C:10]=2[O:19][CH3:20])=[N:6][CH:7]=1.[N:30]1(C(OC(C)(C)C)=O)[CH2:35][CH2:34][NH:33][CH2:32][CH2:31]1.CN(C(ON1N=NC2C=CC=NC1=2)=[N+](C)C)C.F[P-](F)(F)(F)(F)F.C(N(CC)C(C)C)(C)C. Product: [Cl:1][C:2]1[C:3]([C:21]2[N:25]3[CH:26]=[CH:27][CH:28]=[CH:29][C:24]3=[N:23][CH:22]=2)=[N:4][C:5]([NH:8][C:9]2[CH:14]=[CH:13][C:12]([CH2:15][C:16]([N:30]3[CH2:35][CH2:34][NH:33][CH2:32][CH2:31]3)=[O:18])=[CH:11][C:10]=2[O:19][CH3:20])=[N:6][CH:7]=1. The catalyst class is: 31. (2) Product: [NH2:1][C:2]1[N:10]=[C:9]2[C:5]([N:6]=[CH:7][N:8]2[CH2:11][CH2:12][Br:14])=[CH:4][N:3]=1. The catalyst class is: 10. Reactant: [NH2:1][C:2]1[N:10]=[C:9]2[C:5]([N:6]=[CH:7][N:8]2[CH2:11][CH2:12]O)=[CH:4][N:3]=1.[Br:14]P(Br)(C1C=CC=CC=1)(C1C=CC=CC=1)C1C=CC=CC=1.O.[OH-].[Na+]. (3) Reactant: [NH2:1][C:2]1[CH:7]=[C:6]([Cl:8])[CH:5]=[CH:4][C:3]=1[OH:9].[C:10](Cl)(Cl)=[S:11]. Product: [Cl:8][C:6]1[CH:5]=[CH:4][C:3]2[O:9][C:10]([SH:11])=[N:1][C:2]=2[CH:7]=1. The catalyst class is: 72. (4) Reactant: Br[C:2]1[CH:3]=[N:4][N:5]([CH3:7])[CH:6]=1.[Li]CCCC.[N:13]([C:22]([O:24][C:25]([CH3:28])([CH3:27])[CH3:26])=[O:23])=[N:14][C:15]([O:17][C:18]([CH3:21])([CH3:20])[CH3:19])=[O:16]. Product: [CH3:7][N:5]1[CH:6]=[C:2]([N:13]([C:22]([O:24][C:25]([CH3:28])([CH3:27])[CH3:26])=[O:23])[NH:14][C:15]([O:17][C:18]([CH3:19])([CH3:20])[CH3:21])=[O:16])[CH:3]=[N:4]1. The catalyst class is: 28. (5) Reactant: [F:1][C:2]1[C:7]([O:8][CH3:9])=[CH:6][C:5]([O:10][CH3:11])=[CH:4][C:3]=1[N:12]1[CH2:17][C:16]2[CH:18]=[N:19][C:20]3[N:24]([S:25]([C:28]4[CH:33]=[CH:32][CH:31]=[CH:30][CH:29]=4)(=[O:27])=[O:26])[CH:23]=[CH:22][C:21]=3[C:15]=2[N:14]([CH3:34])[C:13]1=[O:35].[Li+].CC([N-]C(C)C)C.[CH3:44][N:45]([CH3:49])[C:46](Cl)=[O:47]. Product: [F:1][C:2]1[C:7]([O:8][CH3:9])=[CH:6][C:5]([O:10][CH3:11])=[CH:4][C:3]=1[N:12]1[CH2:17][C:16]2[CH:18]=[N:19][C:20]3[N:24]([S:25]([C:28]4[CH:29]=[CH:30][CH:31]=[CH:32][CH:33]=4)(=[O:27])=[O:26])[C:23]([C:46]([N:45]([CH3:49])[CH3:44])=[O:47])=[CH:22][C:21]=3[C:15]=2[N:14]([CH3:34])[C:13]1=[O:35]. The catalyst class is: 7.